This data is from Reaction yield outcomes from USPTO patents with 853,638 reactions. The task is: Predict the reaction yield, written as a fraction of the theoretical maximum amount of product (1.0 means a 100% yield; for example, 0.34 means a 34% yield). (1) The reactants are CN(CC1C=CC(C#C)=CC=1)C.C[Si]([C:17]#[C:18][C:19]1[CH:26]=[CH:25][C:22]([CH:23]=[O:24])=[CH:21][C:20]=1[F:27])(C)C. No catalyst specified. The product is [C:18]([C:19]1[CH:26]=[CH:25][C:22]([CH:23]=[O:24])=[CH:21][C:20]=1[F:27])#[CH:17]. The yield is 0.880. (2) The reactants are C([O:8][C:9]1[CH:14]=[CH:13][C:12]([N:15]2[CH:19]=[N:18][N:17]=[N:16]2)=[CH:11][C:10]=1[F:20])C1C=CC=CC=1. The catalyst is C(O)C. The product is [F:20][C:10]1[CH:11]=[C:12]([N:15]2[CH:19]=[N:18][N:17]=[N:16]2)[CH:13]=[CH:14][C:9]=1[OH:8]. The yield is 0.900. (3) The catalyst is [Os](=O)(=O)(=O)=O. The reactants are [Cl:1][C:2]1[CH:34]=[CH:33][C:5]([CH2:6][NH:7][C:8](=[O:32])[CH2:9][C@@H:10]2CC=C[CH2:18][CH2:17][C:16](=[O:22])[O:15][C@H:14]([C:23]3[CH:28]=[CH:27][CH:26]=[CH:25][CH:24]=3)[C@H:13]([CH3:29])[N:12]([CH3:30])[C:11]2=[O:31])=[CH:4][CH:3]=1.C[N+]1([O-])CC[O:39]CC1.S([O-])([O-])=O.[Na+].[Na+].C[C:50]([OH:53])([CH3:52])[CH3:51].C1COCC1.O. The yield is 0.590. The product is [Cl:1][C:2]1[CH:34]=[CH:33][C:5]([CH2:6][NH:7][C:8](=[O:32])[CH2:9][C@@H:10]2[CH2:52][C@H:50]([OH:53])[C@@H:51]([OH:39])[CH2:18][CH2:17][C:16](=[O:22])[O:15][C@H:14]([C:23]3[CH:28]=[CH:27][CH:26]=[CH:25][CH:24]=3)[C@H:13]([CH3:29])[N:12]([CH3:30])[C:11]2=[O:31])=[CH:4][CH:3]=1.